This data is from Full USPTO retrosynthesis dataset with 1.9M reactions from patents (1976-2016). The task is: Predict the reactants needed to synthesize the given product. (1) Given the product [I:11][C:3]1[C:2]([O:17][CH2:16][C:15]([F:19])([F:18])[F:14])=[N:7][CH:6]=[C:5]([CH:4]=1)[C:8]([OH:10])=[O:9], predict the reactants needed to synthesize it. The reactants are: Cl[C:2]1[N:7]=[CH:6][C:5]([C:8]([OH:10])=[O:9])=[CH:4][C:3]=1[I:11].[OH-].[K+].[F:14][C:15]([F:19])([F:18])[CH2:16][OH:17].Cl. (2) Given the product [CH3:18][N:19]([CH3:20])[C:2]1[N:7]=[CH:6][N:5]=[C:4]([NH:8][C:9]2[CH:17]=[CH:16][C:12]([C:13]([OH:15])=[O:14])=[CH:11][CH:10]=2)[CH:3]=1, predict the reactants needed to synthesize it. The reactants are: Cl[C:2]1[N:7]=[CH:6][N:5]=[C:4]([NH:8][C:9]2[CH:17]=[CH:16][C:12]([C:13]([OH:15])=[O:14])=[CH:11][CH:10]=2)[CH:3]=1.[CH3:18][NH:19][CH3:20].C(N(CC)CC)C. (3) Given the product [CH3:25][O:24][C:7]1[CH:6]=[CH:5][C:4]2[N:3]=[C:2]([NH:26][C:27]3[CH:28]=[CH:29][C:30]([CH2:33][C:34]([NH2:36])=[O:35])=[CH:31][CH:32]=3)[C:11]3[NH:12][N:13]=[CH:14][C:10]=3[C:9]=2[CH:8]=1, predict the reactants needed to synthesize it. The reactants are: Cl[C:2]1[C:11]2=[N:12][N:13](CC3C=CC(OC)=CC=3)[CH:14]=[C:10]2[C:9]2[CH:8]=[C:7]([O:24][CH3:25])[CH:6]=[CH:5][C:4]=2[N:3]=1.[NH2:26][C:27]1[CH:32]=[CH:31][C:30]([CH2:33][C:34]([NH2:36])=[O:35])=[CH:29][CH:28]=1.Cl.